Dataset: Retrosynthesis with 50K atom-mapped reactions and 10 reaction types from USPTO. Task: Predict the reactants needed to synthesize the given product. (1) The reactants are: Cc1cc(/C=C/C(=O)O)cc(C)c1Oc1ccc(O)cn1.Clc1ccc(OCCc2ccc(CN3CCNCC3)cc2)cc1. Given the product Cc1cc(/C=C/C(=O)N2CCN(Cc3ccc(CCOc4ccc(Cl)cc4)cc3)CC2)cc(C)c1Oc1ccc(O)cn1, predict the reactants needed to synthesize it. (2) Given the product CC=C[C@H]1CC[C@H](c2ccc(-c3ccc(F)c(F)c3)cc2)CC1, predict the reactants needed to synthesize it. The reactants are: COC(C)(C)C.O=C[C@H]1CC[C@H](c2ccc(-c3ccc(F)c(F)c3)cc2)CC1. (3) The reactants are: CCc1ccc([C@H]2C[C@@H](C(F)(F)F)n3ncc(C(=O)O)c3N2)cc1.NCc1ccc(F)cn1. Given the product CCc1ccc([C@H]2C[C@@H](C(F)(F)F)n3ncc(C(=O)NCc4ccc(F)cn4)c3N2)cc1, predict the reactants needed to synthesize it. (4) Given the product CN1CCC(N(C)C(=O)C2CNc3ccccc32)CC1, predict the reactants needed to synthesize it. The reactants are: CN1CCC(N(C)C(=O)C2CN(C(=O)OC(C)(C)C)c3ccccc32)CC1. (5) Given the product CC(=O)N1CCC(C(=O)c2cccc(C(F)(F)F)c2)CC1, predict the reactants needed to synthesize it. The reactants are: CC(=O)Cl.O=C(c1cccc(C(F)(F)F)c1)C1CCNCC1.